Dataset: Peptide-MHC class II binding affinity with 134,281 pairs from IEDB. Task: Regression. Given a peptide amino acid sequence and an MHC pseudo amino acid sequence, predict their binding affinity value. This is MHC class II binding data. (1) The binding affinity (normalized) is 0.248. The peptide sequence is YASGKVWGQKYFKGN. The MHC is DRB1_0101 with pseudo-sequence DRB1_0101. (2) The peptide sequence is SMPFGKTPVLEIDGK. The MHC is DRB1_0401 with pseudo-sequence DRB1_0401. The binding affinity (normalized) is 0.0568. (3) The MHC is H-2-IAb with pseudo-sequence H-2-IAb. The peptide sequence is GPDNPGEPLVLKEGI. The binding affinity (normalized) is 0.0514. (4) The peptide sequence is AFKIAATAANAAPAN. The MHC is DRB1_1001 with pseudo-sequence DRB1_1001. The binding affinity (normalized) is 0.728. (5) The binding affinity (normalized) is 0.472. The peptide sequence is EKLYFAATQFEPLAA. The MHC is DRB1_1602 with pseudo-sequence DRB1_1602. (6) The peptide sequence is SQDLELSWNLNGLQAP. The MHC is HLA-DQA10101-DQB10501 with pseudo-sequence HLA-DQA10101-DQB10501. The binding affinity (normalized) is 0.863. (7) The peptide sequence is LAVGGVLLFLSVNVHA. The MHC is DRB5_0101 with pseudo-sequence DRB5_0101. The binding affinity (normalized) is 0.232.